Dataset: Forward reaction prediction with 1.9M reactions from USPTO patents (1976-2016). Task: Predict the product of the given reaction. (1) Given the reactants F[C:2]1[CH:7]=[CH:6][C:5]([N+:8]([O-:10])=[O:9])=[CH:4][CH:3]=1.[Na].[NH:12]1[CH:17]=[CH:16][N:15]=[CH:14][C:13]1=[O:18].C([O-])([O-])=O.[Cs+].[Cs+], predict the reaction product. The product is: [N+:8]([C:5]1[CH:6]=[CH:7][C:2]([N:12]2[CH:17]=[CH:16][N:15]=[CH:14][C:13]2=[O:18])=[CH:3][CH:4]=1)([O-:10])=[O:9]. (2) Given the reactants [H-].C([Al+]CC(C)C)C(C)C.CCCCCC.C[O:18][C:19](=O)[C:20]1[CH:25]=[CH:24][N:23]=[C:22]([Cl:26])[CH:21]=1.Cl.C(=O)([O-])O.[Na+], predict the reaction product. The product is: [Cl:26][C:22]1[CH:21]=[C:20]([CH2:19][OH:18])[CH:25]=[CH:24][N:23]=1. (3) Given the reactants [C:1]([C:3]1[N:4]=[CH:5][C:6]([NH:21][C@H:22]([CH2:26][CH:27]([CH3:29])[CH3:28])[C:23]([NH2:25])=[O:24])=[N:7][C:8]=1[NH:9][C:10]1[CH:15]=[CH:14][C:13]([C:16]2[O:20][N:19]=[CH:18][CH:17]=2)=[CH:12][CH:11]=1)#[N:2].[OH-].[Na+].OO.CC(O)=[O:36], predict the reaction product. The product is: [NH2:25][C:23](=[O:24])[C@H:22]([NH:21][C:6]1[N:7]=[C:8]([NH:9][C:10]2[CH:15]=[CH:14][C:13]([C:16]3[O:20][N:19]=[CH:18][CH:17]=3)=[CH:12][CH:11]=2)[C:3]([C:1]([NH2:2])=[O:36])=[N:4][CH:5]=1)[CH2:26][CH:27]([CH3:29])[CH3:28]. (4) Given the reactants C([O:3][C:4]([CH:6]1[CH2:11][CH2:10][N:9]([CH3:12])[CH:8]([S:13]([C:16]2[CH:21]=[CH:20][C:19]([O:22][CH2:23][C:24]3[CH:29]=[CH:28][C:27]([Cl:30])=[CH:26][CH:25]=3)=[CH:18][CH:17]=2)(=[O:15])=[O:14])[CH2:7]1)=[O:5])C, predict the reaction product. The product is: [Cl:30][C:27]1[CH:26]=[CH:25][C:24]([CH2:23][O:22][C:19]2[CH:18]=[CH:17][C:16]([S:13]([CH:8]3[CH2:7][CH:6]([C:4]([OH:5])=[O:3])[CH2:11][CH2:10][N:9]3[CH3:12])(=[O:15])=[O:14])=[CH:21][CH:20]=2)=[CH:29][CH:28]=1.